This data is from Reaction yield outcomes from USPTO patents with 853,638 reactions. The task is: Predict the reaction yield, written as a fraction of the theoretical maximum amount of product (1.0 means a 100% yield; for example, 0.34 means a 34% yield). (1) The reactants are C(Cl)(=O)C(Cl)=O.[CH3:7][O:8][C:9](=[O:19])[C:10]1[CH:18]=[CH:17][C:13]([C:14]([OH:16])=O)=[CH:12][CH:11]=1.[C:20]([NH:23][NH2:24])(=[O:22])[CH3:21].CCN(CC)CC. The catalyst is C(Cl)Cl.O. The product is [CH3:7][O:8][C:9](=[O:19])[C:10]1[CH:11]=[CH:12][C:13]([C:14]([NH:24][NH:23][C:20](=[O:22])[CH3:21])=[O:16])=[CH:17][CH:18]=1. The yield is 0.764. (2) The reactants are Br[C:2]1[CH:3]=[C:4]2[C:9](=[N:10][CH:11]=1)[NH:8][C:7](=[O:12])[CH2:6][CH2:5]2.[NH:13]1[C:21]2[C:16](=[CH:17][CH:18]=[CH:19][CH:20]=2)[C:15]([CH2:22][N:23]([CH3:28])[C:24](=[O:27])[CH:25]=[CH2:26])=[CH:14]1.C1(C)C=CC=CC=1P(C1C=CC=CC=1C)C1C=CC=CC=1C.C(N(C(C)C)CC)(C)C. The catalyst is C(#N)CC.CC([O-])=O.CC([O-])=O.[Pd+2]. The product is [NH:13]1[C:21]2[C:16](=[CH:17][CH:18]=[CH:19][CH:20]=2)[C:15]([CH2:22][N:23]([CH3:28])[C:24](=[O:27])/[CH:25]=[CH:26]/[C:2]2[CH:11]=[N:10][C:9]3[NH:8][C:7](=[O:12])[CH2:6][CH2:5][C:4]=3[CH:3]=2)=[CH:14]1. The yield is 0.370. (3) The reactants are [NH2:1][CH2:2][CH2:3][CH2:4][N:5]1[C:9]2[CH:10]=[CH:11][CH:12]=[CH:13][C:8]=2[N:7]=[C:6]1[CH2:14][N:15]([CH3:26])[CH:16]1[C:25]2[N:24]=[CH:23][CH:22]=[CH:21][C:20]=2[CH2:19][CH2:18][CH2:17]1.[CH:27](=O)[CH2:28][CH:29]([CH3:31])[CH3:30].[BH-](O[C:43]([CH3:45])=O)(OC(C)=O)OC(C)=O.[Na+].[CH3:47][C:48](O)=O.Cl[CH2:52]CCl. No catalyst specified. The product is [CH3:30][CH:29]([CH3:31])[CH2:28][CH2:27][N:1]([CH2:47][CH2:48][CH:43]([CH3:45])[CH3:52])[CH2:2][CH2:3][CH2:4][N:5]1[C:9]2[CH:10]=[CH:11][CH:12]=[CH:13][C:8]=2[N:7]=[C:6]1[CH2:14][N:15]([CH3:26])[CH:16]1[C:25]2[N:24]=[CH:23][CH:22]=[CH:21][C:20]=2[CH2:19][CH2:18][CH2:17]1. The yield is 0.880. (4) The reactants are [C:1]([O:6][CH:7]([O:9][C:10]([NH:12][CH2:13][C:14]1([CH2:20][C:21]([O:23]CC=C)=[O:22])[CH2:19][CH2:18][CH2:17][CH2:16][CH2:15]1)=[O:11])[CH3:8])(=[O:5])[CH:2]([CH3:4])[CH3:3].C([O-])=O.[NH4+]. The catalyst is O1CCOCC1.C([O-])(=O)C.[Pd+2].C([O-])(=O)C. The product is [C:1]([O:6][CH:7]([O:9][C:10]([NH:12][CH2:13][C:14]1([CH2:20][C:21]([OH:23])=[O:22])[CH2:19][CH2:18][CH2:17][CH2:16][CH2:15]1)=[O:11])[CH3:8])(=[O:5])[CH:2]([CH3:4])[CH3:3]. The yield is 0.780. (5) The reactants are Cl[C:2]1[C:11]([C:12]([OH:14])=[O:13])=[CH:10][C:9]2[C:4](=[CH:5][CH:6]=[C:7]([Cl:15])[CH:8]=2)[N:3]=1.[CH3:16][C:17]1[CH:31]=[C:30]2[C:20]([NH:21][CH:22]=[C:23]2[CH2:24][CH:25]([C:27]([OH:29])=[O:28])[NH2:26])=[CH:19][CH:18]=1. No catalyst specified. The product is [C:27]([CH:25]([NH:26][C:2]1[C:11]([C:12]([OH:14])=[O:13])=[CH:10][C:9]2[C:4](=[CH:5][CH:6]=[C:7]([Cl:15])[CH:8]=2)[N:3]=1)[CH2:24][C:23]1[C:30]2[C:20](=[CH:19][CH:18]=[C:17]([CH3:16])[CH:31]=2)[NH:21][CH:22]=1)([OH:29])=[O:28]. The yield is 0.990. (6) The reactants are Cl[C:2]1[C:11]2[C:6](=[CH:7][C:8]([O:14][CH2:15][CH2:16][CH2:17][Cl:18])=[C:9]([O:12][CH3:13])[CH:10]=2)[N:5]=[CH:4][N:3]=1.[NH2:19][C:20]1[CH:25]=[CH:24][N:23]=[C:22]2[O:26][CH2:27][O:28][C:21]=12. No catalyst specified. The product is [Cl:18][CH2:17][CH2:16][CH2:15][O:14][C:8]1[CH:7]=[C:6]2[C:11]([C:2]([NH:19][C:20]3[CH:25]=[CH:24][N:23]=[C:22]4[O:26][CH2:27][O:28][C:21]=34)=[N:3][CH:4]=[N:5]2)=[CH:10][C:9]=1[O:12][CH3:13]. The yield is 0.680. (7) The reactants are Br[C:2]1[CH:21]=[N:20][C:5]2[NH:6][C:7](=[O:19])[CH2:8][N:9]([CH2:11][CH2:12][N:13]3[CH2:18][CH2:17][O:16][CH2:15][CH2:14]3)[CH2:10][C:4]=2[CH:3]=1.[C:22]([O:26][C:27]([CH3:30])([CH3:29])[CH3:28])(=[O:25])[CH:23]=[CH2:24].C(N(C(C)C)C(C)C)C.CC1C=CC=CC=1P(C1C=CC=CC=1C)C1C=CC=CC=1C. The product is [C:27]([O:26][C:22](=[O:25])/[CH:23]=[CH:24]/[C:2]1[CH:21]=[N:20][C:5]2[NH:6][C:7](=[O:19])[CH2:8][N:9]([CH2:11][CH2:12][N:13]3[CH2:18][CH2:17][O:16][CH2:15][CH2:14]3)[CH2:10][C:4]=2[CH:3]=1)([CH3:30])([CH3:29])[CH3:28]. The yield is 0.440. The catalyst is C(#N)CC.CN(C=O)C.CCOCC.CC([O-])=O.CC([O-])=O.[Pd+2]. (8) The reactants are [OH:1][C:2]1[CH:7]=[CH:6][C:5]([CH2:8][C:9]([N:11]2[CH2:16][CH2:15][N:14]([C:17]3[N:24]=[CH:23][CH:22]=[CH:21][C:18]=3[C:19]#[N:20])[CH2:13][CH2:12]2)=[O:10])=[CH:4][CH:3]=1.C(=O)([O-])[O-].[K+].[K+].Br[CH:32]([CH3:34])[CH3:33]. The catalyst is C(#N)C. The product is [CH:32]([O:1][C:2]1[CH:7]=[CH:6][C:5]([CH2:8][C:9]([N:11]2[CH2:12][CH2:13][N:14]([C:17]3[N:24]=[CH:23][CH:22]=[CH:21][C:18]=3[C:19]#[N:20])[CH2:15][CH2:16]2)=[O:10])=[CH:4][CH:3]=1)([CH3:34])[CH3:33]. The yield is 0.750. (9) The reactants are [CH3:1][C:2]1[CH:11]=[CH:10][C:9]2[C:4](=[CH:5][CH:6]=[CH:7][CH:8]=2)[CH:3]=1.C(O[O:17][C:18]([CH3:21])(C)C)(C)(C)C.[C]=O.[CH2:24]([OH:26])C. No catalyst specified. The product is [CH:3]1[C:4]2[C:9](=[CH:8][CH:7]=[CH:6][CH:5]=2)[CH:10]=[CH:11][C:2]=1[CH2:1][C:24]([O:17][CH2:18][CH3:21])=[O:26]. The yield is 0.730. (10) The reactants are Cl[CH2:2][C:3]1[N:8]=[C:7]([NH2:9])[CH:6]=[CH:5][N:4]=1.[C:10]([NH:14][C:15]([CH:17]1[CH2:22][CH2:21][NH:20][CH2:19][CH2:18]1)=[O:16])([CH3:13])([CH3:12])[CH3:11].C(Cl)Cl.[OH-].[Na+]. The catalyst is CO.O. The product is [C:10]([NH:14][C:15]([CH:17]1[CH2:22][CH2:21][N:20]([CH2:2][C:3]2[N:8]=[C:7]([NH2:9])[CH:6]=[CH:5][N:4]=2)[CH2:19][CH2:18]1)=[O:16])([CH3:13])([CH3:11])[CH3:12]. The yield is 0.940.